From a dataset of Reaction yield outcomes from USPTO patents with 853,638 reactions. Predict the reaction yield, written as a fraction of the theoretical maximum amount of product (1.0 means a 100% yield; for example, 0.34 means a 34% yield). (1) The reactants are [Cl:1][C:2]1[CH:16]=[CH:15][C:5]([CH2:6][N:7]2[C:12](=[O:13])[CH:11]=[N:10][NH:9][C:8]2=[O:14])=[CH:4][CH:3]=1.[C:17]([NH:20][C:21]1[CH:22]=[C:23](B(O)O)[CH:24]=[CH:25][CH:26]=1)(=[O:19])[CH3:18].N1C=CC=CC=1. The catalyst is CN(C=O)C.C([O-])(=O)C.[Cu+2].C([O-])(=O)C. The product is [Cl:1][C:2]1[CH:16]=[CH:15][C:5]([CH2:6][N:7]2[C:12](=[O:13])[CH:11]=[N:10][N:9]([C:25]3[CH:26]=[C:21]([NH:20][C:17](=[O:19])[CH3:18])[CH:22]=[CH:23][CH:24]=3)[C:8]2=[O:14])=[CH:4][CH:3]=1. The yield is 0.390. (2) The reactants are [N:1]([CH2:4][C@H:5]([CH3:22])[C@H:6]([C@H:15]1[CH2:19][O:18]C(C)(C)[O:16]1)[O:7][Si:8]([C:11]([CH3:14])([CH3:13])[CH3:12])([CH3:10])[CH3:9])=[N+:2]=[N-:3].CC1C=CC(S([O-])(=O)=O)=CC=1.C1C=C[NH+]=CC=1. The catalyst is CO. The product is [N:1]([CH2:4][C@H:5]([CH3:22])[C@@H:6]([O:7][Si:8]([C:11]([CH3:14])([CH3:13])[CH3:12])([CH3:10])[CH3:9])[C@H:15]([OH:16])[CH2:19][OH:18])=[N+:2]=[N-:3]. The yield is 0.400. (3) The reactants are [C:1]([O:4][C@@H:5]1[C@@H:13]([C@@:14]2([CH3:48])[CH2:19][CH2:18][C@H:17]([O:20][Si:21]([C:34]([CH3:37])([CH3:36])[CH3:35])([C:28]3[CH:33]=[CH:32][CH:31]=[CH:30][CH:29]=3)[C:22]3[CH:27]=[CH:26][CH:25]=[CH:24][CH:23]=3)[CH2:16][C@@H:15]2[CH2:38][CH2:39][O:40][Si](C(C)(C)C)(C)C)[CH2:12][CH2:11][C@@:10]2([CH3:49])[C@H:6]1[CH2:7][CH2:8][C:9]12OCC[O:50]1)(=[O:3])[CH3:2].O.CC(C)=O. The catalyst is C(O)(=O)C. The product is [C:1]([O:4][C@@H:5]1[C@@H:13]([C@@:14]2([CH3:48])[CH2:19][CH2:18][C@H:17]([O:20][Si:21]([C:34]([CH3:35])([CH3:36])[CH3:37])([C:22]3[CH:27]=[CH:26][CH:25]=[CH:24][CH:23]=3)[C:28]3[CH:33]=[CH:32][CH:31]=[CH:30][CH:29]=3)[CH2:16][C@@H:15]2[CH2:38][CH2:39][OH:40])[CH2:12][CH2:11][C@@:10]2([CH3:49])[C@H:6]1[CH2:7][CH2:8][C:9]2=[O:50])(=[O:3])[CH3:2]. The yield is 0.920. (4) The reactants are [Cl-].O[NH3+:3].[C:4](=[O:7])([O-])[OH:5].[Na+].CS(C)=O.[CH2:13]([C:17]1[N:18]=[C:19]([CH3:54])[N:20]([CH2:39][C:40]2[CH:45]=[CH:44][C:43]([C:46]([N:48]3[CH2:53][CH2:52][O:51][CH2:50][CH2:49]3)=[O:47])=[CH:42][CH:41]=2)[C:21](=[O:38])[C:22]=1[CH2:23][C:24]1[CH:29]=[CH:28][C:27]([C:30]2[C:31]([C:36]#[N:37])=[CH:32][CH:33]=[CH:34][CH:35]=2)=[CH:26][CH:25]=1)[CH2:14][CH2:15][CH3:16]. The catalyst is C(OCC)(=O)C. The product is [CH2:13]([C:17]1[N:18]=[C:19]([CH3:54])[N:20]([CH2:39][C:40]2[CH:41]=[CH:42][C:43]([C:46]([N:48]3[CH2:53][CH2:52][O:51][CH2:50][CH2:49]3)=[O:47])=[CH:44][CH:45]=2)[C:21](=[O:38])[C:22]=1[CH2:23][C:24]1[CH:25]=[CH:26][C:27]([C:30]2[CH:35]=[CH:34][CH:33]=[CH:32][C:31]=2[C:36]2[NH:3][C:4](=[O:7])[O:5][N:37]=2)=[CH:28][CH:29]=1)[CH2:14][CH2:15][CH3:16]. The yield is 0.780. (5) The reactants are [Cl:1][C:2]1[N:7]=[C:6]([CH2:8][C:9]([C:11]2[CH:12]=[CH:13][C:14]([F:29])=[C:15]([NH:17][S:18]([C:21]3[CH:26]=[C:25]([F:27])[CH:24]=[CH:23][C:22]=3[F:28])(=[O:20])=[O:19])[CH:16]=2)=O)[CH:5]=[CH:4][N:3]=1.C1C(=O)N(Br)C(=O)C1.[O:38]1[CH2:43][CH2:42][CH:41]([C:44](=[S:46])[NH2:45])[CH2:40][CH2:39]1.O. The catalyst is CC(N(C)C)=O. The product is [Cl:1][C:2]1[N:7]=[C:6]([C:8]2[S:46][C:44]([CH:41]3[CH2:42][CH2:43][O:38][CH2:39][CH2:40]3)=[N:45][C:9]=2[C:11]2[CH:12]=[CH:13][C:14]([F:29])=[C:15]([NH:17][S:18]([C:21]3[CH:26]=[C:25]([F:27])[CH:24]=[CH:23][C:22]=3[F:28])(=[O:20])=[O:19])[CH:16]=2)[CH:5]=[CH:4][N:3]=1. The yield is 0.585. (6) The reactants are O[C:2]1[CH:7]=[CH:6][C:5]([C:8]2[C:16]3[C:11](=[CH:12][CH:13]=[C:14]([C:17]#[N:18])[CH:15]=3)[N:10](C3CCCCO3)[N:9]=2)=[CH:4][CH:3]=1.C1(P(C2C=CC=CC=2)C2C=CC=CC=2)C=CC=CC=1.[CH3:44][N:45]([CH3:49])[CH2:46][CH2:47][OH:48].N(C(OCC)=O)=NC(OCC)=[O:53]. The catalyst is CCOC(C)=O. The product is [CH3:44][N:45]([CH3:49])[CH2:46][CH2:47][O:48][C:2]1[CH:7]=[CH:6][C:5]([C:8]2[C:16]3[C:11](=[CH:12][CH:13]=[C:14]([C:17]([NH2:18])=[O:53])[CH:15]=3)[NH:10][N:9]=2)=[CH:4][CH:3]=1. The yield is 0.214.